From a dataset of Reaction yield outcomes from USPTO patents with 853,638 reactions. Predict the reaction yield, written as a fraction of the theoretical maximum amount of product (1.0 means a 100% yield; for example, 0.34 means a 34% yield). The product is [Br:1][C:2]1[CH:3]=[CH:4][C:5]2[CH2:12][CH2:13][C:14]3[C:15]([CH3:22])=[C:16]([O:20][CH3:21])[CH:17]=[CH:18][C:19]=3[C:9](=[O:37])[CH2:8][C:6]=2[CH:7]=1. The yield is 0.550. The reactants are [Br:1][C:2]1[CH:3]=[CH:4][C:5]([CH2:12][CH2:13][C:14]2[CH:19]=[CH:18][CH:17]=[C:16]([O:20][CH3:21])[C:15]=2[CH3:22])=[C:6]([CH2:8][C:9](O)=O)[CH:7]=1.O=P12OP3(OP(OP(O3)(O1)=O)(=O)O2)=O.[OH-:37].[Na+]. The catalyst is C1(C)C=CC=CC=1.